Dataset: Reaction yield outcomes from USPTO patents with 853,638 reactions. Task: Predict the reaction yield, written as a fraction of the theoretical maximum amount of product (1.0 means a 100% yield; for example, 0.34 means a 34% yield). The reactants are [OH:1][C:2]1[CH:10]=[C:9]([OH:11])[C:8]([Br:12])=[CH:7][C:3]=1[C:4]([OH:6])=[O:5].C(=O)([O-])[O-].[K+].[K+].[CH2:19](Br)[C:20]1[CH:25]=[CH:24][CH:23]=[CH:22][CH:21]=1.[OH-].[K+].Cl. The catalyst is CN(C=O)C.O.CO. The product is [CH2:19]([O:1][C:2]1[CH:10]=[C:9]([O:11][CH2:4][C:3]2[CH:7]=[CH:8][CH:9]=[CH:10][CH:2]=2)[C:8]([Br:12])=[CH:7][C:3]=1[C:4]([OH:6])=[O:5])[C:20]1[CH:25]=[CH:24][CH:23]=[CH:22][CH:21]=1. The yield is 0.560.